From a dataset of Forward reaction prediction with 1.9M reactions from USPTO patents (1976-2016). Predict the product of the given reaction. (1) Given the reactants C1(C)C=CC(S([O-])(=O)=O)=CC=1.[NH+]1C=CC=CC=1.C(O)C.[CH3:21][N:22]1[CH:26]=[CH:25][C:24]([NH:27][C:28]2[C:37]3[C:32](=[CH:33][CH:34]=[C:35]([O:38][C:39]4[CH:44]=[CH:43][C:42]([O:45][CH2:46][CH2:47][CH2:48][O:49]C5CCCCO5)=[CH:41][N:40]=4)[CH:36]=3)[N:31]=[CH:30][N:29]=2)=[N:23]1, predict the reaction product. The product is: [CH3:21][N:22]1[CH:26]=[CH:25][C:24]([NH:27][C:28]2[C:37]3[C:32](=[CH:33][CH:34]=[C:35]([O:38][C:39]4[N:40]=[CH:41][C:42]([O:45][CH2:46][CH2:47][CH2:48][OH:49])=[CH:43][CH:44]=4)[CH:36]=3)[N:31]=[CH:30][N:29]=2)=[N:23]1. (2) Given the reactants [C:1]([C:5]1[CH:10]=[C:9]([C:11]([CH3:14])([CH3:13])[CH3:12])[CH:8]=[C:7]([C:15]([CH3:18])([CH3:17])[CH3:16])[CH:6]=1)([CH3:4])([CH3:3])[CH3:2].[B-](F)(F)(F)[F:20].[B-](F)(F)(F)F.C1[N+]2(CCl)CC[N+](F)(CC2)C1.C([O-])([O-])=O.[Na+].[Na+], predict the reaction product. The product is: [C:1]([C:5]1[CH:6]=[C:7]([C:15]([CH3:18])([CH3:17])[CH3:16])[CH:8]=[C:9]([C:11]([CH3:14])([CH3:13])[CH3:12])[C:10]=1[F:20])([CH3:4])([CH3:3])[CH3:2]. (3) Given the reactants C(Cl)(=O)C(Cl)=O.C(=O)=O.CC(C)=O.[CH2:14]([N:21]1[CH2:26][CH2:25][CH2:24][CH2:23][C@H:22]1[CH2:27]O)[C:15]1[CH:20]=[CH:19][CH:18]=[CH:17][CH:16]=1.[CH2:29]([NH2:36])[C:30]1[CH:35]=[CH:34][CH:33]=[CH:32][CH:31]=1.C(O[BH-](OC(=O)C)OC(=O)C)(=O)C.[Na+].C(=O)(O)[O-].[Na+], predict the reaction product. The product is: [CH2:29]([NH:36][CH2:27][C@@H:22]1[CH2:23][CH2:24][CH2:25][CH2:26][N:21]1[CH2:14][C:15]1[CH:20]=[CH:19][CH:18]=[CH:17][CH:16]=1)[C:30]1[CH:35]=[CH:34][CH:33]=[CH:32][CH:31]=1. (4) Given the reactants [CH3:1][C:2]1[CH:7]=[C:6]([CH3:8])[N:5]=[CH:4][N:3]=1.C([Li])CCC.[CH2:14](Br)[C:15]1[CH:20]=[CH:19][CH:18]=[CH:17][CH:16]=1.[Cl-].[NH4+], predict the reaction product. The product is: [CH3:1][C:2]1[CH:7]=[C:6]([CH2:8][CH2:14][C:15]2[CH:20]=[CH:19][CH:18]=[CH:17][CH:16]=2)[N:5]=[CH:4][N:3]=1. (5) Given the reactants C[O:2][C:3](=[O:30])[CH:4]=[CH:5][C:6]1[CH:11]=[CH:10][C:9]([CH:12]2[C:21]3[C:16](=[CH:17][C:18]([O:22][CH3:23])=[CH:19][CH:20]=3)[CH2:15][CH2:14][CH:13]2[C:24]2[CH:29]=[CH:28][CH:27]=[CH:26][CH:25]=2)=[CH:8][CH:7]=1, predict the reaction product. The product is: [CH3:23][O:22][C:18]1[CH:17]=[C:16]2[C:21](=[CH:20][CH:19]=1)[CH:12]([C:9]1[CH:10]=[CH:11][C:6]([CH:5]=[CH:4][C:3]([OH:30])=[O:2])=[CH:7][CH:8]=1)[CH:13]([C:24]1[CH:25]=[CH:26][CH:27]=[CH:28][CH:29]=1)[CH2:14][CH2:15]2. (6) Given the reactants [C:1]([O:5][C:6]([NH:8][C@H:9]([CH2:16][CH3:17])[CH2:10]OS(C)(=O)=O)=[O:7])([CH3:4])([CH3:3])[CH3:2].[N-:18]=[N+:19]=[N-:20].[Na+].O, predict the reaction product. The product is: [C:1]([O:5][C:6](=[O:7])[NH:8][C@@H:9]([CH2:10][N:18]=[N+:19]=[N-:20])[CH2:16][CH3:17])([CH3:4])([CH3:3])[CH3:2].